Dataset: Forward reaction prediction with 1.9M reactions from USPTO patents (1976-2016). Task: Predict the product of the given reaction. Given the reactants [Cl:1][C:2]1[CH:10]=[C:9]2[C:5]([CH2:6][C:7](=[O:11])[NH:8]2)=[CH:4][CH:3]=1.CN([CH2:15][CH2:16]N(C)C)C.[Li][CH2:21][CH2:22]CC.C(I)C, predict the reaction product. The product is: [Cl:1][C:2]1[CH:10]=[C:9]2[C:5]([C:6]([CH2:15][CH3:16])([CH2:21][CH3:22])[C:7](=[O:11])[NH:8]2)=[CH:4][CH:3]=1.